Dataset: Full USPTO retrosynthesis dataset with 1.9M reactions from patents (1976-2016). Task: Predict the reactants needed to synthesize the given product. The reactants are: [CH3:1][N:2]1[CH2:7][CH2:6][N:5]([CH2:8][C:9]2[CH:14]=[C:13]([C:15]([F:18])([F:17])[F:16])[CH:12]=[C:11]([N+:19]([O-])=O)[CH:10]=2)[CH2:4][CH2:3]1. Given the product [CH3:1][N:2]1[CH2:3][CH2:4][N:5]([CH2:8][C:9]2[CH:10]=[C:11]([NH2:19])[CH:12]=[C:13]([C:15]([F:18])([F:16])[F:17])[CH:14]=2)[CH2:6][CH2:7]1, predict the reactants needed to synthesize it.